Dataset: Full USPTO retrosynthesis dataset with 1.9M reactions from patents (1976-2016). Task: Predict the reactants needed to synthesize the given product. (1) Given the product [CH3:12][N:11]1[C:7]([N:5]2[CH:6]=[C:2]([C:37]3[CH:38]=[C:33]([CH:34]=[CH:35][CH:36]=3)[CH2:32][NH:31][C:29](=[O:30])[O:28][C:24]([CH3:26])([CH3:27])[CH3:25])[N:3]=[CH:4]2)=[C:8]([C:20]([F:23])([F:22])[F:21])[C:9]([C:13]([F:19])([F:18])[C:14]([F:17])([F:16])[F:15])=[N:10]1, predict the reactants needed to synthesize it. The reactants are: I[C:2]1[N:3]=[CH:4][N:5]([C:7]2[N:11]([CH3:12])[N:10]=[C:9]([C:13]([F:19])([F:18])[C:14]([F:17])([F:16])[F:15])[C:8]=2[C:20]([F:23])([F:22])[F:21])[CH:6]=1.[C:24]([O:28][C:29]([NH:31][CH2:32][C:33]1[CH:34]=[C:35](B(O)O)[CH:36]=[CH:37][CH:38]=1)=[O:30])([CH3:27])([CH3:26])[CH3:25].O.C(Cl)(Cl)Cl. (2) Given the product [CH3:1][CH:2]([CH3:35])[CH:3]([C:29]1[CH:30]=[CH:31][CH:32]=[CH:33][CH:34]=1)[CH2:4][C:5]1[N:6]=[CH:7][N:8]([C:10]([C:17]2[CH:18]=[CH:19][CH:20]=[CH:21][CH:22]=2)([C:11]2[CH:12]=[CH:13][CH:14]=[CH:15][CH:16]=2)[C:23]2[CH:28]=[CH:27][CH:26]=[CH:25][CH:24]=2)[CH:9]=1, predict the reactants needed to synthesize it. The reactants are: [CH3:1][CH:2]([CH3:35])[C:3]([C:29]1[CH:34]=[CH:33][CH:32]=[CH:31][CH:30]=1)=[CH:4][C:5]1[N:6]=[CH:7][N:8]([C:10]([C:23]2[CH:28]=[CH:27][CH:26]=[CH:25][CH:24]=2)([C:17]2[CH:22]=[CH:21][CH:20]=[CH:19][CH:18]=2)[C:11]2[CH:16]=[CH:15][CH:14]=[CH:13][CH:12]=2)[CH:9]=1.C(Cl)Cl. (3) Given the product [CH2:1]([NH:8][C:9]([NH:11][C:12]1[N:17]=[N:16][C:15]([N:18]2[CH2:19][CH2:20][N:21]([C:24](=[O:25])[C:26]3[CH:31]=[CH:30][CH:29]=[CH:28][C:27]=3[C:32]([F:35])([F:34])[F:33])[CH2:22][CH2:23]2)=[CH:14][CH:13]=1)=[O:10])[CH2:2][CH2:3][CH2:4][CH2:5][CH2:6][CH3:7], predict the reactants needed to synthesize it. The reactants are: [CH2:1]([N:8]=[C:9]=[O:10])[CH2:2][CH2:3][CH2:4][CH2:5][CH2:6][CH3:7].[NH2:11][C:12]1[N:17]=[N:16][C:15]([N:18]2[CH2:23][CH2:22][N:21]([C:24]([C:26]3[CH:31]=[CH:30][CH:29]=[CH:28][C:27]=3[C:32]([F:35])([F:34])[F:33])=[O:25])[CH2:20][CH2:19]2)=[CH:14][CH:13]=1. (4) Given the product [F:17][C:14]1[CH:15]=[CH:16][C:11]([NH:10][C:4]2[N:5]=[C:6]([NH:8][NH2:9])[N:7]=[CH:2][N:3]=2)=[CH:12][C:13]=1[C:18]([F:19])([F:20])[F:21], predict the reactants needed to synthesize it. The reactants are: Cl[C:2]1[N:7]=[C:6]([NH:8][NH2:9])[N:5]=[C:4]([NH:10][C:11]2[CH:16]=[CH:15][C:14]([F:17])=[C:13]([C:18]([F:21])([F:20])[F:19])[CH:12]=2)[N:3]=1.C(N(CC)CC)C. (5) Given the product [CH2:18]([O:20][C:21](=[O:26])[CH2:22][CH2:23][CH2:24][N:9]1[C:4]2[N:5]=[C:6]([CH3:8])[N:7]=[C:2]([Cl:1])[C:3]=2[CH:11]=[CH:10]1)[CH3:19], predict the reactants needed to synthesize it. The reactants are: [Cl:1][C:2]1[C:3]2[CH:11]=[CH:10][NH:9][C:4]=2[N:5]=[C:6]([CH3:8])[N:7]=1.C(=O)([O-])[O-].[K+].[K+].[CH2:18]([O:20][C:21](=[O:26])[CH2:22][CH2:23][CH2:24]Br)[CH3:19].